The task is: Predict the reaction yield, written as a fraction of the theoretical maximum amount of product (1.0 means a 100% yield; for example, 0.34 means a 34% yield).. This data is from Reaction yield outcomes from USPTO patents with 853,638 reactions. The reactants are S([Cl:11])(C1C=CC(C)=CC=1)(=O)=O.C(N(CC)CC)C.[F:19][C:20]([F:36])([F:35])[C:21]1[CH:26]=[C:25]([CH2:27]O)[C:24]([C:29]([F:32])([F:31])[F:30])=[CH:23][C:22]=1CO.Cl[CH2:38][Cl:39]. The catalyst is CN(C)C1C=CN=CC=1. The product is [F:19][C:20]([F:36])([F:35])[C:21]1[CH:26]=[C:25]([CH2:27][Cl:11])[C:24]([C:29]([F:32])([F:31])[F:30])=[CH:23][C:22]=1[CH2:38][Cl:39]. The yield is 0.620.